This data is from Reaction yield outcomes from USPTO patents with 853,638 reactions. The task is: Predict the reaction yield, written as a fraction of the theoretical maximum amount of product (1.0 means a 100% yield; for example, 0.34 means a 34% yield). The reactants are [C:1]([C:5]1[CH:12]=[CH:11][C:10]([N+:13]([O-:15])=[O:14])=[CH:9][C:6]=1[C:7]#[N:8])([CH3:4])([CH3:3])[CH3:2].B.C1COCC1.CO.Cl. The catalyst is C1COCC1.O. The product is [C:1]([C:5]1[CH:12]=[CH:11][C:10]([N+:13]([O-:15])=[O:14])=[CH:9][C:6]=1[CH2:7][NH2:8])([CH3:4])([CH3:2])[CH3:3]. The yield is 0.430.